This data is from Full USPTO retrosynthesis dataset with 1.9M reactions from patents (1976-2016). The task is: Predict the reactants needed to synthesize the given product. Given the product [C:23]([O:27][C:28]([N:19]1[CH2:20][CH2:21][N:16]([C:8]2[C:9]3[CH:15]=[CH:14][CH:13]=[CH:12][C:10]=3[NH:11][C:5]3[CH:4]=[CH:3][C:2]([Cl:1])=[CH:22][C:6]=3[N:7]=2)[CH2:17][CH2:18]1)=[O:29])([CH3:26])([CH3:25])[CH3:24], predict the reactants needed to synthesize it. The reactants are: [Cl:1][C:2]1[CH:3]=[CH:4][C:5]2[NH:11][C:10]3[CH:12]=[CH:13][CH:14]=[CH:15][C:9]=3[C:8]([N:16]3[CH2:21][CH2:20][NH:19][CH2:18][CH2:17]3)=[N:7][C:6]=2[CH:22]=1.[C:23]([O:27][C:28](O[C:28]([O:27][C:23]([CH3:26])([CH3:25])[CH3:24])=[O:29])=[O:29])([CH3:26])([CH3:25])[CH3:24].